This data is from Reaction yield outcomes from USPTO patents with 853,638 reactions. The task is: Predict the reaction yield, written as a fraction of the theoretical maximum amount of product (1.0 means a 100% yield; for example, 0.34 means a 34% yield). (1) The reactants are [CH:1]1([C:4]2[CH:5]=[C:6]([CH:10]=[CH:11][C:12]=2[F:13])[C:7]([NH2:9])=O)[CH2:3][CH2:2]1.[H-].[Al+3].[Li+].[H-].[H-].[H-].O. The catalyst is C1COCC1. The product is [CH:1]1([C:4]2[CH:5]=[C:6]([CH2:7][NH2:9])[CH:10]=[CH:11][C:12]=2[F:13])[CH2:3][CH2:2]1. The yield is 0.695. (2) The reactants are [CH2:1]([O:8][C:9]1[CH:14]=[CH:13][C:12]([C:15](=O)[CH2:16][C:17]#[N:18])=[C:11]([F:20])[CH:10]=1)[C:2]1[CH:7]=[CH:6][CH:5]=[CH:4][CH:3]=1.[NH2:21][NH2:22]. The catalyst is C(O)C. The product is [CH2:1]([O:8][C:9]1[CH:14]=[CH:13][C:12]([C:15]2[CH:16]=[C:17]([NH2:18])[NH:22][N:21]=2)=[C:11]([F:20])[CH:10]=1)[C:2]1[CH:3]=[CH:4][CH:5]=[CH:6][CH:7]=1. The yield is 0.970. (3) The reactants are Cl[Si](Cl)(Cl)Cl.[N-:6]=[N+:7]=[N-:8].[Na+].[CH2:10]([O:12][C:13]([C:15]1[CH:16]=[C:17]2[C:22](=[CH:23][CH:24]=1)[NH:21][CH:20]([C:25]1[CH:30]=[CH:29][CH:28]=[C:27]([NH:31][C:32](=O)[CH2:33][C:34]3[CH:39]=[CH:38][CH:37]=[CH:36][CH:35]=3)[CH:26]=1)[C:19]([CH3:42])([CH3:41])[CH2:18]2)=[O:14])[CH3:11]. The catalyst is C(#N)C. The product is [CH2:10]([O:12][C:13]([C:15]1[CH:24]=[C:23]2[C:22](=[CH:17][CH:16]=1)[NH:21][CH:20]([C:25]1[CH:30]=[CH:29][CH:28]=[C:27]([N:31]3[C:32]([CH2:33][C:34]4[CH:39]=[CH:38][CH:37]=[CH:36][CH:35]=4)=[N:8][N:7]=[N:6]3)[CH:26]=1)[C:19]([CH3:18])([CH3:42])[CH2:41]2)=[O:14])[CH3:11]. The yield is 0.583. (4) The reactants are CC([O-])=O.[K+].Br[C:7]1[CH:22]=[CH:21][C:10]([C:11]([O:13][CH2:14][C:15]2[CH:20]=[CH:19][CH:18]=[CH:17][CH:16]=2)=[O:12])=[CH:9][C:8]=1[O:23][CH3:24].[CH3:25][C:26]1([CH3:42])[C:30]([CH3:32])([CH3:31])[O:29][B:28]([B:28]2[O:29][C:30]([CH3:32])([CH3:31])[C:26]([CH3:42])([CH3:25])[O:27]2)[O:27]1. The catalyst is C1C=CC(P(C2C=CC=CC=2)[C-]2C=CC=C2)=CC=1.C1C=CC(P(C2C=CC=CC=2)[C-]2C=CC=C2)=CC=1.Cl[Pd]Cl.[Fe+2].CN(C=O)C. The product is [CH3:24][O:23][C:8]1[CH:9]=[C:10]([CH:21]=[CH:22][C:7]=1[B:28]1[O:29][C:30]([CH3:32])([CH3:31])[C:26]([CH3:42])([CH3:25])[O:27]1)[C:11]([O:13][CH2:14][C:15]1[CH:20]=[CH:19][CH:18]=[CH:17][CH:16]=1)=[O:12]. The yield is 0.340. (5) The reactants are CN(C=O)C.CS(O[CH2:11][CH2:12][O:13][CH2:14][CH2:15][O:16][CH2:17][CH2:18][C:19]12[CH2:28][CH:23]3[CH2:24][CH:25]([CH2:27][CH:21]([CH2:22]3)[CH2:20]1)[CH2:26]2)(=O)=O.[N-:29]=[N+:30]=[N-:31].[Na+]. The catalyst is O. The product is [N:29]([CH2:11][CH2:12][O:13][CH2:14][CH2:15][O:16][CH2:17][CH2:18][C:19]12[CH2:28][CH:23]3[CH2:24][CH:25]([CH2:27][CH:21]([CH2:22]3)[CH2:20]1)[CH2:26]2)=[N+:30]=[N-:31]. The yield is 1.00. (6) The reactants are C(CC(OCC)=O)#N.BrCCCBr.[CH2:14]([O:16][C:17]([C:19]1([C:24]#[N:25])[CH2:23][CH2:22][CH2:21]C1)=[O:18])[CH3:15]. No catalyst specified. The product is [CH2:14]([O:16][C:17]([C:19]1([C:24]#[N:25])[CH2:23][CH2:22][CH2:21]1)=[O:18])[CH3:15]. The yield is 0.670. (7) The reactants are [Br:1][C:2]1[CH:3]=[C:4]([CH3:12])[C:5]([F:11])=[C:6]([B:8]([OH:10])[OH:9])[CH:7]=1.[CH3:13][N:14]([CH2:19][C:20](O)=[O:21])[CH2:15][C:16](O)=[O:17].C1(C)C=CC=CC=1.CS(C)=O. The catalyst is O. The product is [Br:1][C:2]1[CH:3]=[C:4]([CH3:12])[C:5]([F:11])=[C:6]([B:8]2[O:10][C:20](=[O:21])[CH2:19][N:14]([CH3:13])[CH2:15][C:16](=[O:17])[O:9]2)[CH:7]=1. The yield is 0.860. (8) The reactants are Br[C:2]1[CH:7]=[CH:6][C:5]([C:8]2[CH:13]=[CH:12][C:11]([N:14]3[CH:18]=[CH:17][N:16]=[N:15]3)=[CH:10][CH:9]=2)=[CH:4][CH:3]=1.[Cl:19][C:20]1[CH:28]=[C:27]2[C:23]([CH2:24][C:25](=[O:29])[NH:26]2)=[CH:22][C:21]=1B1OC(C)(C)C(C)(C)O1.[O-]P([O-])([O-])=O.[K+].[K+].[K+]. The catalyst is O1CCOCC1.O.C1C=CC([P]([Pd]([P](C2C=CC=CC=2)(C2C=CC=CC=2)C2C=CC=CC=2)([P](C2C=CC=CC=2)(C2C=CC=CC=2)C2C=CC=CC=2)[P](C2C=CC=CC=2)(C2C=CC=CC=2)C2C=CC=CC=2)(C2C=CC=CC=2)C2C=CC=CC=2)=CC=1. The product is [Cl:19][C:20]1[CH:28]=[C:27]2[C:23]([CH2:24][C:25](=[O:29])[NH:26]2)=[CH:22][C:21]=1[C:2]1[CH:7]=[CH:6][C:5]([C:8]2[CH:13]=[CH:12][C:11]([N:14]3[CH:18]=[CH:17][N:16]=[N:15]3)=[CH:10][CH:9]=2)=[CH:4][CH:3]=1. The yield is 0.560. (9) The reactants are C(=O)([O-])[O-].[K+].[K+].[NH:7]1[CH2:12][CH2:11][CH2:10][CH:9]([CH2:13][NH:14][C:15]([C:17]2[S:21][C:20]([C:22]3[CH:27]=[CH:26][C:25]([Cl:28])=[CH:24][CH:23]=3)=[N:19][C:18]=2[CH3:29])=[O:16])[CH2:8]1.F[C:31]1[CH:38]=[CH:37][CH:36]=[CH:35][C:32]=1[CH:33]=[O:34].C(=O)(O)[O-].[Na+]. The catalyst is [I-].C([N+](CCCC)(CCCC)CCCC)CCC.CN(C)C=O. The product is [CH:33]([C:32]1[CH:35]=[CH:36][CH:37]=[CH:38][C:31]=1[N:7]1[CH2:12][CH2:11][CH2:10][CH:9]([CH2:13][NH:14][C:15]([C:17]2[S:21][C:20]([C:22]3[CH:23]=[CH:24][C:25]([Cl:28])=[CH:26][CH:27]=3)=[N:19][C:18]=2[CH3:29])=[O:16])[CH2:8]1)=[O:34]. The yield is 0.610.